From a dataset of Catalyst prediction with 721,799 reactions and 888 catalyst types from USPTO. Predict which catalyst facilitates the given reaction. (1) Reactant: [CH:1]([O:4][C:5]1[CH:10]=[CH:9][CH:8]=[CH:7][C:6]=1[N:11]1[CH2:16][CH2:15][N:14]([CH2:17][CH:18]2[O:22][N:21]=[C:20]([CH2:23][N:24]3[C:32]4[C:27](=[CH:28][CH:29]=[C:30]([NH2:33])[CH:31]=4)[CH2:26][CH2:25]3)[CH2:19]2)[CH2:13][CH2:12]1)([CH3:3])[CH3:2].[F:34][C:35]1[CH:42]=[CH:41][CH:40]=[C:39]([F:43])[C:36]=1[CH:37]=O.C(O[BH-](OC(=O)C)OC(=O)C)(=O)C.[Na+].[OH-].[Na+]. Product: [F:34][C:35]1[CH:42]=[CH:41][CH:40]=[C:39]([F:43])[C:36]=1[CH2:37][NH:33][C:30]1[CH:31]=[C:32]2[C:27]([CH2:26][CH2:25][N:24]2[CH2:23][C:20]2[CH2:19][CH:18]([CH2:17][N:14]3[CH2:13][CH2:12][N:11]([C:6]4[CH:7]=[CH:8][CH:9]=[CH:10][C:5]=4[O:4][CH:1]([CH3:3])[CH3:2])[CH2:16][CH2:15]3)[O:22][N:21]=2)=[CH:28][CH:29]=1. The catalyst class is: 411. (2) Product: [O:12]=[C:13]1[CH2:17][CH2:16][CH2:15][N:14]1[CH2:18][C:19]#[N:21]. The catalyst class is: 10. Reactant: CN(C)C=O.C(Cl)(=O)C(Cl)=O.[O:12]=[C:13]1[CH2:17][CH2:16][CH2:15][N:14]1[CH2:18][C:19]([NH2:21])=O.N1C=CC=CC=1. (3) Reactant: [C:1]1([C:27]2[CH:32]=[CH:31][CH:30]=[CH:29][CH:28]=2)[CH:6]=[CH:5][C:4]([NH:7][C:8](=[O:26])[C:9]2[CH:14]=[CH:13][C:12](Br)=[C:11]([NH:16][C:17](=[O:25])[CH2:18][N:19]3[CH2:24][CH2:23][O:22][CH2:21][CH2:20]3)[CH:10]=2)=[CH:3][CH:2]=1.[O:33]1[CH:37]=[CH:36][CH:35]=[C:34]1B(O)O.C(=O)([O-])[O-].[Na+].[Na+].O1CCOCC1. Product: [C:1]1([C:27]2[CH:32]=[CH:31][CH:30]=[CH:29][CH:28]=2)[CH:6]=[CH:5][C:4]([NH:7][C:8](=[O:26])[C:9]2[CH:14]=[CH:13][C:12]([C:34]3[O:33][CH:37]=[CH:36][CH:35]=3)=[C:11]([NH:16][C:17](=[O:25])[CH2:18][N:19]3[CH2:24][CH2:23][O:22][CH2:21][CH2:20]3)[CH:10]=2)=[CH:3][CH:2]=1. The catalyst class is: 6.